This data is from Full USPTO retrosynthesis dataset with 1.9M reactions from patents (1976-2016). The task is: Predict the reactants needed to synthesize the given product. (1) Given the product [CH3:20][C:2]1([CH3:21])[CH2:3][CH2:4][N:5]2[C:13]3[CH:12]=[C:11]([C:14]([OH:16])=[O:15])[CH:10]=[CH:9][C:8]=3[CH:7]=[C:6]2[C:17](=[O:18])[NH:1]1, predict the reactants needed to synthesize it. The reactants are: [NH2:1][C:2]([CH3:21])([CH3:20])[CH2:3][CH2:4][N:5]1[C:13]2[C:8](=[CH:9][CH:10]=[C:11]([C:14]([OH:16])=[O:15])[CH:12]=2)[CH:7]=[C:6]1[C:17](O)=[O:18].C(N1C=CN=C1)(N1C=CN=C1)=O.N12CCCN=C1CCCCC2.C(O)(=O)C. (2) Given the product [F:8][C:5]1[CH:6]=[CH:7][C:2]2[S:14][C:13]([SH:15])=[N:9][C:3]=2[CH:4]=1, predict the reactants needed to synthesize it. The reactants are: F[C:2]1[CH:7]=[CH:6][C:5]([F:8])=[CH:4][C:3]=1[NH2:9].CCO[C:13]([S-:15])=[S:14].[K+].Cl. (3) Given the product [CH:6]1([C:7]([C:9]2[O:10][C:11]([C:14]3[CH:19]=[CH:18][CH:17]=[CH:16][N:15]=3)=[CH:12][N:13]=2)=[O:8])[CH2:5][CH2:4][CH2:3][CH2:2]1, predict the reactants needed to synthesize it. The reactants are: Br[CH2:2][CH2:3][CH2:4][CH2:5][CH2:6][C:7]([C:9]1[O:10][C:11]([C:14]2[CH:19]=[CH:18][CH:17]=[CH:16][N:15]=2)=[CH:12][N:13]=1)=[O:8].C([O-])([O-])=O.[K+].[K+].CNC1C=CC=CC=1. (4) Given the product [C:17]([O:16][C:15]([NH:14][CH:10]1[CH2:9][C:8]2[C:13]3=[C:4]([N:3]([CH2:23][C:24]([O:26][CH3:27])=[O:25])[C:2](=[O:1])[N:12]3[CH2:11]1)[CH:5]=[CH:6][CH:7]=2)=[O:21])([CH3:18])([CH3:20])[CH3:19], predict the reactants needed to synthesize it. The reactants are: [O:1]=[C:2]1[N:12]2[C:13]3[C:8]([CH2:9][CH:10]([NH:14][C:15](=[O:21])[O:16][C:17]([CH3:20])([CH3:19])[CH3:18])[CH2:11]2)=[CH:7][CH:6]=[CH:5][C:4]=3[NH:3]1.Br[CH2:23][C:24]([O:26][CH3:27])=[O:25].C(=O)([O-])[O-].[K+].[K+].S([O-])(O)(=O)=O.[K+]. (5) Given the product [ClH:1].[ClH:38].[Cl:1][C:2]1[C:7]([C:8]2[C:9](=[O:26])[N:10]([CH2:24][CH3:25])[C:11]3[C:16]([CH:17]=2)=[CH:15][N:14]=[C:13]([NH:18][CH2:19][CH2:20][N:21]([CH3:22])[CH3:23])[CH:12]=3)=[CH:6][C:5]([NH:27][C:28]([NH:30][C:31]2[CH:32]=[CH:33][CH:34]=[CH:35][CH:36]=2)=[O:29])=[C:4]([F:37])[CH:3]=1, predict the reactants needed to synthesize it. The reactants are: [Cl:1][C:2]1[C:7]([C:8]2[C:9](=[O:26])[N:10]([CH2:24][CH3:25])[C:11]3[C:16]([CH:17]=2)=[CH:15][N:14]=[C:13]([NH:18][CH2:19][CH2:20][N:21]([CH3:23])[CH3:22])[CH:12]=3)=[CH:6][C:5]([NH:27][C:28]([NH:30][C:31]2[CH:36]=[CH:35][CH:34]=[CH:33][CH:32]=2)=[O:29])=[C:4]([F:37])[CH:3]=1.[ClH:38].